From a dataset of Full USPTO retrosynthesis dataset with 1.9M reactions from patents (1976-2016). Predict the reactants needed to synthesize the given product. (1) Given the product [CH:2]1([CH2:8][C@@H:9]2[CH2:14][C@@H:13]([C:15]3[O:19][NH:18][C:17](=[O:20])[CH:16]=3)[CH2:12][CH2:11][NH:10]2)[CH2:3][CH2:4][CH2:5][CH2:6][CH2:7]1, predict the reactants needed to synthesize it. The reactants are: Br.[CH:2]1([CH2:8][C@@H:9]2[CH2:14][C@@H:13]([C:15]3[O:19][NH:18][C:17](=[O:20])[CH:16]=3)[CH2:12][CH2:11][N:10]2C(OC)=O)[CH2:7][CH2:6][CH2:5][CH2:4][CH2:3]1. (2) Given the product [F:1][C:2]1[CH:7]=[CH:6][C:5]([N:8]2[CH:13]=[CH:12][CH:11]=[C:10]([C:14]([OH:16])=[O:15])[C:9]2=[O:18])=[CH:4][CH:3]=1, predict the reactants needed to synthesize it. The reactants are: [F:1][C:2]1[CH:7]=[CH:6][C:5]([N:8]2[CH:13]=[CH:12][CH:11]=[C:10]([C:14]([O:16]C)=[O:15])[C:9]2=[O:18])=[CH:4][CH:3]=1.[Li+].[OH-].